From a dataset of Forward reaction prediction with 1.9M reactions from USPTO patents (1976-2016). Predict the product of the given reaction. The product is: [CH3:1][C:2]1([CH3:10])[CH2:3][C:4](=[O:9])[C:5]2[C:17]([C:16]([OH:21])=[O:15])=[CH:18][O:8][C:6]=2[CH2:7]1. Given the reactants [CH3:1][C:2]1([CH3:10])[CH2:7][C:6](=[O:8])[CH2:5][C:4](=[O:9])[CH2:3]1.[OH-].[K+].C([O:15][C:16](=[O:21])[C:17](=O)[CH2:18]Br)C.[OH-].[Na+].Cl, predict the reaction product.